Dataset: Forward reaction prediction with 1.9M reactions from USPTO patents (1976-2016). Task: Predict the product of the given reaction. (1) Given the reactants C[O:2][C:3](=[O:24])[C:4]([OH:23])=[CH:5][C:6](=[O:22])[N:7]([CH:9]([C:16]1[CH:21]=[CH:20][CH:19]=[CH:18][CH:17]=1)[C:10]1[CH:15]=[CH:14][CH:13]=[CH:12][CH:11]=1)[CH3:8].N#N, predict the reaction product. The product is: [CH:9]([N:7]([CH3:8])[C:6]([CH:5]=[C:4]([OH:23])[C:3]([OH:24])=[O:2])=[O:22])([C:16]1[CH:21]=[CH:20][CH:19]=[CH:18][CH:17]=1)[C:10]1[CH:11]=[CH:12][CH:13]=[CH:14][CH:15]=1. (2) Given the reactants [F:1][C:2]1[CH:9]=[C:8](I)[CH:7]=[CH:6][C:3]=1[C:4]#[N:5].[Cl:11][C:12]1[C:13]([OH:19])=[CH:14][C:15](=[O:18])[NH:16][CH:17]=1.COC1C2C(=C3C(=CC=2)C(OC)=CC=N3)N=CC=1.C(=O)([O-])[O-].[K+].[K+].Cl, predict the reaction product. The product is: [Cl:11][C:12]1[C:13]([OH:19])=[CH:14][C:15](=[O:18])[N:16]([C:8]2[CH:7]=[CH:6][C:3]([C:4]#[N:5])=[C:2]([F:1])[CH:9]=2)[CH:17]=1.